From a dataset of Full USPTO retrosynthesis dataset with 1.9M reactions from patents (1976-2016). Predict the reactants needed to synthesize the given product. (1) The reactants are: [CH2:1]([N:8]1[C:12]([C:13]2[CH:18]=[CH:17][C:16]([C:19]([CH3:22])([CH3:21])[CH3:20])=[CH:15][CH:14]=2)=[C:11]([OH:23])[C:10]([C:24](=[N:26][NH:27][C:28]([C:30]2[CH:39]=[CH:38][C:33]([C:34]([O:36]C)=[O:35])=[CH:32][CH:31]=2)=[O:29])[CH3:25])=[N:9]1)[C:2]1[CH:7]=[CH:6][CH:5]=[CH:4][CH:3]=1.CO.[OH-].[Na+].Cl. Given the product [CH2:1]([N:8]1[C:12]([C:13]2[CH:14]=[CH:15][C:16]([C:19]([CH3:22])([CH3:20])[CH3:21])=[CH:17][CH:18]=2)=[C:11]([OH:23])[C:10]([C:24](=[N:26][NH:27][C:28]([C:30]2[CH:39]=[CH:38][C:33]([C:34]([OH:36])=[O:35])=[CH:32][CH:31]=2)=[O:29])[CH3:25])=[N:9]1)[C:2]1[CH:3]=[CH:4][CH:5]=[CH:6][CH:7]=1, predict the reactants needed to synthesize it. (2) Given the product [CH2:17]([O:16][C:13]1[CH:14]=[CH:15][C:8]2[C:7]([C:3]3[CH:2]=[N:1][CH:6]=[CH:5][CH:4]=3)=[CH:11][S:10][C:9]=2[CH:12]=1)[CH3:18], predict the reactants needed to synthesize it. The reactants are: [N:1]1[CH:6]=[CH:5][CH:4]=[C:3]([C:7]2[C:8]3[CH:15]=[CH:14][C:13]([OH:16])=[CH:12][C:9]=3[S:10][CH:11]=2)[CH:2]=1.[CH2:17](Br)[CH3:18].C(=O)([O-])[O-].[K+].[K+]. (3) Given the product [O:32]1[CH2:33][CH2:34][N:35]([C:38]2[CH:39]=[CH:40][C:41]([NH:42][C:2]3[C:3]4[NH:22][N:21]=[CH:20][C:4]=4[N:5]=[C:6]([C:8]4[CH:13]=[CH:12][CH:11]=[C:10]([C:14]5[CH:15]=[N:16][CH:17]=[CH:18][CH:19]=5)[CH:9]=4)[N:7]=3)=[CH:43][CH:44]=2)[CH2:36][CH2:37]1, predict the reactants needed to synthesize it. The reactants are: Cl[C:2]1[C:3]2[C:4](=[CH:20][N:21](CC3C=CC(OC)=CC=3)[N:22]=2)[N:5]=[C:6]([C:8]2[CH:13]=[CH:12][CH:11]=[C:10]([C:14]3[CH:15]=[N:16][CH:17]=[CH:18][CH:19]=3)[CH:9]=2)[N:7]=1.[O:32]1[CH2:37][CH2:36][N:35]([C:38]2[CH:44]=[CH:43][C:41]([NH2:42])=[CH:40][CH:39]=2)[CH2:34][CH2:33]1.Cl. (4) The reactants are: [CH3:1][CH:2]([O:4][C:5]1[CH:13]=[C:12]2[C:8]([CH:9]=[N:10][NH:11]2)=[CH:7][C:6]=1[NH:14][C:15]1[C:16]2[C:23]3[CH2:24][CH2:25][CH:26]([C:28](O)=[O:29])[CH2:27][C:22]=3[S:21][C:17]=2[N:18]=[CH:19][N:20]=1)[CH3:3].C(O)(=O)C(O)=O.[O:37]1[C:40]2([CH2:43][NH:42][CH2:41]2)[CH2:39][CH2:38]1. Given the product [CH:2]([O:4][C:5]1[CH:13]=[C:12]2[C:8]([CH:9]=[N:10][NH:11]2)=[CH:7][C:6]=1[NH:14][C:15]1[C:16]2[C:23]3[CH2:24][CH2:25][CH:26]([C:28]([N:42]4[CH2:43][C:40]5([O:37][CH2:38][CH2:39]5)[CH2:41]4)=[O:29])[CH2:27][C:22]=3[S:21][C:17]=2[N:18]=[CH:19][N:20]=1)([CH3:3])[CH3:1], predict the reactants needed to synthesize it.